This data is from Reaction yield outcomes from USPTO patents with 853,638 reactions. The task is: Predict the reaction yield, written as a fraction of the theoretical maximum amount of product (1.0 means a 100% yield; for example, 0.34 means a 34% yield). (1) The reactants are Cl.[C:2]1([CH:8]([C:14]2[CH:19]=[CH:18][CH:17]=[CH:16][CH:15]=2)[N:9]2[CH2:12][CH:11]([OH:13])[CH2:10]2)[CH:7]=[CH:6][CH:5]=[CH:4][CH:3]=1.CN1CCOCC1.C[N+]1([O-])CCOCC1.C(OCC)(=O)C. The catalyst is ClCCl.[Ru]([O-])(=O)(=O)=O.C([N+](CCC)(CCC)CCC)CC. The product is [C:14]1([CH:8]([C:2]2[CH:3]=[CH:4][CH:5]=[CH:6][CH:7]=2)[N:9]2[CH2:12][C:11](=[O:13])[CH2:10]2)[CH:15]=[CH:16][CH:17]=[CH:18][CH:19]=1. The yield is 0.370. (2) The reactants are [CH3:1][O:2][C:3]1[C:10]([C:11]2[S:12][CH:13]=[CH:14][CH:15]=2)=[CH:9][C:6]([CH:7]=O)=[C:5]([O:16][CH2:17][CH2:18][O:19][CH2:20][CH2:21][O:22][CH2:23][CH2:24][O:25][CH3:26])[CH:4]=1.[C:27]([C:30]1[CH:38]=[CH:37][C:33]([C:34]([OH:36])=[O:35])=[CH:32][CH:31]=1)(=[O:29])[CH3:28]. No catalyst specified. The product is [CH3:1][O:2][C:3]1[C:10]([C:11]2[S:12][CH:13]=[CH:14][CH:15]=2)=[CH:9][C:6](/[CH:7]=[CH:28]/[C:27]([C:30]2[CH:38]=[CH:37][C:33]([C:34]([OH:36])=[O:35])=[CH:32][CH:31]=2)=[O:29])=[C:5]([O:16][CH2:17][CH2:18][O:19][CH2:20][CH2:21][O:22][CH2:23][CH2:24][O:25][CH3:26])[CH:4]=1. The yield is 0.820. (3) The reactants are [OH:1][C:2]1([C:26]2[CH:31]=[CH:30][CH:29]=[CH:28][CH:27]=2)[CH2:7][CH2:6][N:5]([C@H:8]([C:20]2[CH:25]=[CH:24][CH:23]=[CH:22][CH:21]=2)[C:9]([O:11][C@H](C2C=CC=CC=2)C)=[O:10])[CH2:4][CH2:3]1.FC(F)(F)C(O)=O. The catalyst is ClCCl. The product is [OH:1][C:2]1([C:26]2[CH:31]=[CH:30][CH:29]=[CH:28][CH:27]=2)[CH2:3][CH2:4][N:5]([C@H:8]([C:20]2[CH:21]=[CH:22][CH:23]=[CH:24][CH:25]=2)[C:9]([OH:11])=[O:10])[CH2:6][CH2:7]1. The yield is 0.880. (4) The catalyst is C1COCC1. The yield is 0.310. The product is [OH:20][C:16]1[CH:15]=[C:14]([C:12]2[CH:13]=[C:8]([NH:7][CH2:5][C:4]3[C:3]([CH3:24])=[C:2]([OH:1])[CH:23]=[CH:22][CH:21]=3)[CH:9]=[N:10][CH:11]=2)[CH:19]=[CH:18][CH:17]=1. The reactants are [OH:1][C:2]1[C:3]([CH3:24])=[C:4]([CH:21]=[CH:22][CH:23]=1)[C:5]([NH:7][C:8]1[CH:9]=[N:10][CH:11]=[C:12]([C:14]2[CH:19]=[CH:18][CH:17]=[C:16]([OH:20])[CH:15]=2)[CH:13]=1)=O.